From a dataset of Peptide-MHC class II binding affinity with 134,281 pairs from IEDB. Regression. Given a peptide amino acid sequence and an MHC pseudo amino acid sequence, predict their binding affinity value. This is MHC class II binding data. (1) The peptide sequence is SCIAIGIITLYLGAVVQA. The MHC is DRB1_1101 with pseudo-sequence DRB1_1101. The binding affinity (normalized) is 0.0871. (2) The peptide sequence is IRISMVISLLSMITM. The MHC is H-2-IAb with pseudo-sequence H-2-IAb. The binding affinity (normalized) is 0. (3) The peptide sequence is AFKVAATAAFAAPAN. The MHC is DRB1_0802 with pseudo-sequence DRB1_0802. The binding affinity (normalized) is 0.656.